This data is from Peptide-MHC class II binding affinity with 134,281 pairs from IEDB. The task is: Regression. Given a peptide amino acid sequence and an MHC pseudo amino acid sequence, predict their binding affinity value. This is MHC class II binding data. (1) The peptide sequence is ALHIYMDGTMSQVQGSA. The binding affinity (normalized) is 0.738. The MHC is DRB1_0401 with pseudo-sequence DRB1_0401. (2) The peptide sequence is HYLKAKEYSHCAWTI. The MHC is DRB5_0101 with pseudo-sequence DRB5_0101. The binding affinity (normalized) is 0.272. (3) The peptide sequence is AFKIAATAANAAPAN. The MHC is DRB1_0401 with pseudo-sequence DRB1_0401. The binding affinity (normalized) is 0.779. (4) The peptide sequence is AFKLDGDNLFPKV. The MHC is DRB3_0101 with pseudo-sequence DRB3_0101. The binding affinity (normalized) is 0.733. (5) The peptide sequence is REKQDVFCDSKLMSA. The MHC is DRB1_0301 with pseudo-sequence DRB1_0301. The binding affinity (normalized) is 0.848.